This data is from Full USPTO retrosynthesis dataset with 1.9M reactions from patents (1976-2016). The task is: Predict the reactants needed to synthesize the given product. (1) Given the product [Br:9][C:10]1[CH:15]=[CH:14][C:13]([C:16]2[O:18][C:19]([CH3:20])=[N:21][CH:17]=2)=[CH:12][CH:11]=1, predict the reactants needed to synthesize it. The reactants are: FC(F)(F)S(O)(=O)=O.[Br:9][C:10]1[CH:15]=[CH:14][C:13]([C:16](=[O:18])[CH3:17])=[CH:12][CH:11]=1.[C:19](#[N:21])[CH3:20]. (2) Given the product [CH3:1][C:2]1[C:3]([CH2:9][N:10]([CH2:17][C:18]2[C:23]([CH:24]([CH3:26])[CH3:25])=[CH:22][CH:21]=[CH:20][N:19]=2)[CH:11]2[CH2:16][CH2:15][N:14]([C:33]#[N:32])[CH2:13][CH2:12]2)=[N:4][CH:5]=[C:6]([CH3:8])[CH:7]=1, predict the reactants needed to synthesize it. The reactants are: [CH3:1][C:2]1[C:3]([CH2:9][N:10]([CH2:17][C:18]2[C:23]([CH:24]([CH3:26])[CH3:25])=[CH:22][CH:21]=[CH:20][N:19]=2)[CH:11]2[CH2:16][CH2:15][NH:14][CH2:13][CH2:12]2)=[N:4][CH:5]=[C:6]([CH3:8])[CH:7]=1.CC([O-])=O.[Na+].[N:32]#[C:33]Br.O. (3) Given the product [CH3:29][O:28][C:20]1[CH:19]=[C:18]([N:2]2[C:3](=[O:8])[C@H:4]3[CH2:7][C@@H:1]2[CH:6]=[CH:5]3)[CH:27]=[CH:26][C:21]=1[C:22]([O:24][CH3:25])=[O:23], predict the reactants needed to synthesize it. The reactants are: [C@@H:1]12[CH2:7][C@@H:4]([CH:5]=[CH:6]1)[C:3](=[O:8])[NH:2]2.[O-]P([O-])([O-])=O.[K+].[K+].[K+].I[C:18]1[CH:27]=[CH:26][C:21]([C:22]([O:24][CH3:25])=[O:23])=[C:20]([O:28][CH3:29])[CH:19]=1.CNCCNC. (4) Given the product [C:1]1([CH:7]([C:9]2[CH:18]=[CH:17][C:16]3[C:11](=[C:12]([C:19]4[NH:27][C:26]5[CH2:25][CH2:24][NH:23][C:22](=[O:28])[C:21]=5[CH:20]=4)[CH:13]=[CH:14][CH:15]=3)[N:10]=2)[CH3:8])[CH:6]=[CH:5][CH:4]=[CH:3][CH:2]=1, predict the reactants needed to synthesize it. The reactants are: [C:1]1([C:7]([C:9]2[CH:18]=[CH:17][C:16]3[C:11](=[C:12]([C:19]4[NH:27][C:26]5[CH2:25][CH2:24][NH:23][C:22](=[O:28])[C:21]=5[CH:20]=4)[CH:13]=[CH:14][CH:15]=3)[N:10]=2)=[CH2:8])[CH:6]=[CH:5][CH:4]=[CH:3][CH:2]=1. (5) Given the product [CH3:1][C:2]1[CH:25]=[CH:24][C:5]([CH2:6][NH:7][C:8](=[S:35])[CH2:9][CH2:10][C:11]2[CH:16]=[CH:15][C:14]([O:17][CH2:18][C:19]#[CH:20])=[C:13]([O:21][CH3:22])[CH:12]=2)=[CH:4][CH:3]=1, predict the reactants needed to synthesize it. The reactants are: [CH3:1][C:2]1[CH:25]=[CH:24][C:5]([CH2:6][NH:7][C:8](=O)[CH2:9][CH2:10][C:11]2[CH:16]=[CH:15][C:14]([O:17][CH2:18][C:19]#[CH:20])=[C:13]([O:21][CH3:22])[CH:12]=2)=[CH:4][CH:3]=1.COC1C=CC(P2(SP(C3C=CC(OC)=CC=3)(=S)S2)=[S:35])=CC=1. (6) Given the product [F:23][C:20]([F:21])([F:22])[C:17]1[CH:18]=[CH:19][C:14]([C:4]2([NH2:1])[C:13]3[N:12]=[CH:11][CH:10]=[CH:9][C:8]=3[CH2:7][CH2:6][CH2:5]2)=[CH:15][CH:16]=1, predict the reactants needed to synthesize it. The reactants are: [N:1]([C:4]1([C:14]2[CH:19]=[CH:18][C:17]([C:20]([F:23])([F:22])[F:21])=[CH:16][CH:15]=2)[C:13]2[N:12]=[CH:11][CH:10]=[CH:9][C:8]=2[CH2:7][CH2:6][CH2:5]1)=[N+]=[N-].[H-].[H-].[H-].[H-].[Li+].[Al+3]. (7) Given the product [Cl:1][C:2]1[C:3]([NH:10][C@H:11]2[CH2:15][CH2:14][CH2:13][C@H:12]2[C:16]([O:18][CH3:19])=[O:17])=[N:4][CH:5]=[C:6]([C:8](=[N:21][OH:22])[NH2:9])[CH:7]=1, predict the reactants needed to synthesize it. The reactants are: [Cl:1][C:2]1[C:3]([NH:10][C@H:11]2[CH2:15][CH2:14][CH2:13][C@H:12]2[C:16]([O:18][CH3:19])=[O:17])=[N:4][CH:5]=[C:6]([C:8]#[N:9])[CH:7]=1.Cl.[NH2:21][OH:22].CCN(C(C)C)C(C)C.